From a dataset of Forward reaction prediction with 1.9M reactions from USPTO patents (1976-2016). Predict the product of the given reaction. (1) Given the reactants [F:1][C:2]1[CH:3]=[CH:4][C:5](B2OC(C)(C)C(C)(C)O2)=[C:6]2[C:10]=1[C@H:9]([O:11][C:12]1[CH:25]=[CH:24][C:15]3[C@H:16]([CH2:19][C:20]([O:22][CH3:23])=[O:21])[CH2:17][O:18][C:14]=3[CH:13]=1)[CH2:8][CH2:7]2.Br[C:36]1[C:49]([CH3:50])=[CH:48][C:39]([O:40][CH:41]2[CH2:45][CH2:44][N:43]([CH3:46])[C:42]2=[O:47])=[CH:38][C:37]=1[CH3:51].BrC1C=CC(F)=C2C=1CC[C@H]2OC1C=CC2[C@H](CC(OC)=O)COC=2C=1, predict the reaction product. The product is: [CH3:51][C:37]1[CH:38]=[C:39]([O:40][CH:41]2[CH2:45][CH2:44][N:43]([CH3:46])[C:42]2=[O:47])[CH:48]=[C:49]([CH3:50])[C:36]=1[C:5]1[CH:4]=[CH:3][C:2]([F:1])=[C:10]2[C:6]=1[CH2:7][CH2:8][C@H:9]2[O:11][C:12]1[CH:13]=[CH:14][C:15]2[C@H:16]([CH2:19][C:20]([O:22][CH3:23])=[O:21])[CH2:17][O:18][C:24]=2[CH:25]=1. (2) Given the reactants [Cl:1][C:2]1[CH:7]=[C:6]([N+:8]([O-:10])=[O:9])[CH:5]=[CH:4][C:3]=1F.[N:12]1[C:21]2[CH:20]=[CH:19][CH:18]=[C:17]([OH:22])[C:16]=2[CH:15]=[CH:14][CH:13]=1.C(=O)([O-])[O-].[K+].[K+], predict the reaction product. The product is: [Cl:1][C:2]1[CH:7]=[C:6]([N+:8]([O-:10])=[O:9])[CH:5]=[CH:4][C:3]=1[O:22][C:17]1[CH:18]=[CH:19][CH:20]=[C:21]2[C:16]=1[CH:15]=[CH:14][CH:13]=[N:12]2.